From a dataset of Catalyst prediction with 721,799 reactions and 888 catalyst types from USPTO. Predict which catalyst facilitates the given reaction. (1) Reactant: Br[C:2]1[C:3]([CH3:9])=[C:4]([C:7]#[N:8])[S:5][CH:6]=1.[CH:10]([B-](F)(F)F)=[CH2:11].[K+]. Product: [CH:10]([C:2]1[C:3]([CH3:9])=[C:4]([C:7]#[N:8])[S:5][CH:6]=1)=[CH2:11]. The catalyst class is: 14. (2) Reactant: [F:1][C:2]1[C:16]([CH3:17])=[CH:15][C:5]2[NH:6][C:7]([C:9]3[C:13]([NH2:14])=[CH:12][NH:11][N:10]=3)=[N:8][C:4]=2[CH:3]=1.N1CCCCC1.[N:24]1([C:30](O)=[O:31])[CH2:29][CH2:28][CH2:27][CH2:26][CH2:25]1. Product: [F:1][C:2]1[C:16]([CH3:17])=[CH:15][C:5]2[NH:6][C:7]([C:9]3[C:13]([NH:14][C:30]([N:24]4[CH2:29][CH2:28][CH2:27][CH2:26][CH2:25]4)=[O:31])=[CH:12][NH:11][N:10]=3)=[N:8][C:4]=2[CH:3]=1. The catalyst class is: 7.